This data is from Full USPTO retrosynthesis dataset with 1.9M reactions from patents (1976-2016). The task is: Predict the reactants needed to synthesize the given product. (1) Given the product [Cl:1][C:2]1[C:11]2[C:6](=[CH:7][CH:8]=[CH:9][CH:10]=2)[C:5]([CH2:12][C:13]2[CH:14]=[N:15][C:16]([OH:19])=[CH:17][CH:18]=2)=[CH:4][N:3]=1, predict the reactants needed to synthesize it. The reactants are: [Cl:1][C:2]1[C:11]2[C:6](=[CH:7][CH:8]=[CH:9][CH:10]=2)[C:5]([CH2:12][C:13]2[CH:14]=[N:15][C:16]([O:19]C)=[CH:17][CH:18]=2)=[CH:4][N:3]=1.[Si](I)(C)(C)C.CCOC(C)=O.C([O-])(O)=O.[Na+]. (2) The reactants are: C([O-])(=O)C.[NH4+:5].[C:6]([CH2:8][C:9]([O:11]C)=O)#[N:7].[CH:13]1([C:16](=O)[CH3:17])[CH2:15][CH2:14]1.[N+:19]([C:22]1[CH:29]=[CH:28][C:25]([CH:26]=O)=[CH:24][CH:23]=1)([O-:21])=[O:20]. Given the product [CH:13]1([C:16]2[NH:5][C:9](=[O:11])[C:8]([C:6]#[N:7])=[C:26]([C:25]3[CH:28]=[CH:29][C:22]([N+:19]([O-:21])=[O:20])=[CH:23][CH:24]=3)[CH:17]=2)[CH2:15][CH2:14]1, predict the reactants needed to synthesize it. (3) Given the product [CH:13]([NH:16][C:8]([CH:7]1[CH2:6][CH2:5][CH2:4][NH:3][C:2]1=[O:1])=[O:10])([CH3:15])[CH3:14], predict the reactants needed to synthesize it. The reactants are: [O:1]=[C:2]1[CH:7]([C:8]([O:10]CC)=O)[CH2:6][CH2:5][CH2:4][NH:3]1.[CH:13]([NH2:16])([CH3:15])[CH3:14]. (4) Given the product [OH:2][C:3]1[C:8]([CH3:9])=[CH:7][C:6]([CH3:10])=[CH:5][C:4]=1[S:11]([NH:14][C:15]1[C:20]([CH3:21])=[CH:19][C:18]([CH3:22])=[C:17]([N:23]2[CH2:24][CH2:25][CH2:26][CH2:27][CH2:28]2)[C:16]=1[CH3:29])(=[O:13])=[O:12], predict the reactants needed to synthesize it. The reactants are: C[O:2][C:3]1[C:8]([CH3:9])=[CH:7][C:6]([CH3:10])=[CH:5][C:4]=1[S:11]([NH:14][C:15]1[C:20]([CH3:21])=[CH:19][C:18]([CH3:22])=[C:17]([N:23]2[CH2:28][CH2:27][CH2:26][CH2:25][CH2:24]2)[C:16]=1[CH3:29])(=[O:13])=[O:12].B(Br)(Br)Br. (5) Given the product [C:20]([S:24]([CH:2]1[CH2:7][CH2:6][N:5]([C:8]([O:10][CH2:11][CH3:12])=[O:9])[CH:4]([NH2:15])[CH2:3]1)=[O:25])([CH3:23])([CH3:22])[CH3:21], predict the reactants needed to synthesize it. The reactants are: N[CH:2]1[CH2:7][CH2:6][N:5]([C:8]([O:10][CH2:11][CH3:12])=[O:9])[CH2:4][CH2:3]1.C([N:15](CC)CC)C.[C:20]([S:24](Cl)=[O:25])([CH3:23])([CH3:22])[CH3:21].